Dataset: NCI-60 drug combinations with 297,098 pairs across 59 cell lines. Task: Regression. Given two drug SMILES strings and cell line genomic features, predict the synergy score measuring deviation from expected non-interaction effect. (1) Drug 1: C1=CC(=CC=C1CC(C(=O)O)N)N(CCCl)CCCl.Cl. Drug 2: CCCCCOC(=O)NC1=NC(=O)N(C=C1F)C2C(C(C(O2)C)O)O. Cell line: MOLT-4. Synergy scores: CSS=46.9, Synergy_ZIP=0.722, Synergy_Bliss=-0.729, Synergy_Loewe=-39.6, Synergy_HSA=-1.96. (2) Drug 1: CN(CC1=CN=C2C(=N1)C(=NC(=N2)N)N)C3=CC=C(C=C3)C(=O)NC(CCC(=O)O)C(=O)O. Drug 2: CCN(CC)CCCC(C)NC1=C2C=C(C=CC2=NC3=C1C=CC(=C3)Cl)OC. Cell line: K-562. Synergy scores: CSS=79.8, Synergy_ZIP=-0.268, Synergy_Bliss=-0.824, Synergy_Loewe=-6.26, Synergy_HSA=0.519.